This data is from Forward reaction prediction with 1.9M reactions from USPTO patents (1976-2016). The task is: Predict the product of the given reaction. (1) Given the reactants Br[C:2]1[CH:3]=[N:4][C:5]2[C:10]([CH:11]=1)=[CH:9][CH:8]=[CH:7][CH:6]=2.[CH3:12][Si:13]([C:16]#[CH:17])([CH3:15])[CH3:14].O, predict the reaction product. The product is: [CH3:12][Si:13]([C:16]#[C:17][C:2]1[CH:3]=[N:4][C:5]2[C:10]([CH:11]=1)=[CH:9][CH:8]=[CH:7][CH:6]=2)([CH3:15])[CH3:14]. (2) Given the reactants Cl[Sn](Cl)(Cl)Cl.Br[C:7]1[CH:8]=[C:9]2[C:13](=[CH:14][CH:15]=1)[NH:12][CH:11]=[CH:10]2.[C:16](Cl)(=[O:18])[CH3:17].O, predict the reaction product. The product is: [C:16]([C:11]1[NH:12][C:13]2[C:9]([CH:10]=1)=[CH:8][CH:7]=[CH:15][CH:14]=2)(=[O:18])[CH3:17].